This data is from Forward reaction prediction with 1.9M reactions from USPTO patents (1976-2016). The task is: Predict the product of the given reaction. (1) Given the reactants [CH3:1][C:2]([N:9]1[CH2:14][CH2:13][CH2:12][CH:11]([C:15]2[N:19]([CH3:20])[N:18]=[CH:17][C:16]=2[C:21]2[CH:22]=[C:23]3[C:32](=[CH:33][CH:34]=2)[C:31]2[N:27]([CH:28]=[C:29]([C:35]4[N:39]([CH:40]([CH3:42])[CH3:41])[N:38]=[C:37]([CH3:43])[N:36]=4)[N:30]=2)[CH2:26][CH2:25][O:24]3)[CH2:10]1)([CH3:8])[C:3](OCC)=[O:4].[H-].[H-].[H-].[H-].[Li+].[Al+3].O, predict the reaction product. The product is: [CH:40]([N:39]1[C:35]([C:29]2[N:30]=[C:31]3[C:32]4[CH:33]=[CH:34][C:21]([C:16]5[CH:17]=[N:18][N:19]([CH3:20])[C:15]=5[CH:11]5[CH2:12][CH2:13][CH2:14][N:9]([C:2]([CH3:1])([CH3:8])[CH2:3][OH:4])[CH2:10]5)=[CH:22][C:23]=4[O:24][CH2:25][CH2:26][N:27]3[CH:28]=2)=[N:36][C:37]([CH3:43])=[N:38]1)([CH3:42])[CH3:41]. (2) Given the reactants [CH2:1]([O:8][C:9]([C:11]1[N:12]([S:17]([C:20]2[CH:25]=[CH:24][C:23]([CH3:26])=[CH:22][CH:21]=2)(=[O:19])=[O:18])[CH:13]=[C:14](I)[CH:15]=1)=[O:10])[C:2]1[CH:7]=[CH:6][CH:5]=[CH:4][CH:3]=1.C(=O)([O-])[O-].[Na+].[Na+].C[N:34]([CH:36]=O)C, predict the reaction product. The product is: [CH2:1]([O:8][C:9]([C:11]1[N:12]([S:17]([C:20]2[CH:25]=[CH:24][C:23]([CH3:26])=[CH:22][CH:21]=2)(=[O:19])=[O:18])[CH:13]=[C:14]([C:2]2[CH:7]=[CH:6][C:36]([NH2:34])=[CH:4][CH:3]=2)[CH:15]=1)=[O:10])[C:2]1[CH:7]=[CH:6][CH:5]=[CH:4][CH:3]=1. (3) The product is: [O:21]=[C:6]1[C:7]2[C:8](=[N:9][CH:10]=[C:11]([C:13]3[CH:18]=[CH:17][CH:16]=[CH:15][CH:14]=3)[CH:12]=2)[CH:19]=[CH:20][C:4]2[CH:3]=[C:2]([NH:1][C:25](=[O:26])[O:27][CH2:28][CH3:29])[CH:23]=[CH:22][C:5]1=2. Given the reactants [NH2:1][C:2]1[CH:23]=[CH:22][C:5]2[C:6](=[O:21])[C:7]3[C:8]([CH:19]=[CH:20][C:4]=2[CH:3]=1)=[N:9][CH:10]=[C:11]([C:13]1[CH:18]=[CH:17][CH:16]=[CH:15][CH:14]=1)[CH:12]=3.Cl[C:25]([O:27][CH2:28][CH3:29])=[O:26], predict the reaction product. (4) Given the reactants [CH2:1]([C:4]1[C:13]([O:14][CH3:15])=[C:12]([O:16][CH3:17])[CH:11]=[C:10]2[C:5]=1[C:6]([NH:18][C:19]1[CH:24]=[CH:23][C:22]([Cl:25])=[CH:21][CH:20]=1)=[N:7][CH:8]=[N:9]2)[CH:2]=[CH2:3].[I:26]I, predict the reaction product. The product is: [Cl:25][C:22]1[CH:21]=[CH:20][C:19]([N:18]2[CH:2]([CH2:3][I:26])[CH2:1][C:4]3[C:5]4[C:6]2=[N:7][CH:8]=[N:9][C:10]=4[CH:11]=[C:12]([O:16][CH3:17])[C:13]=3[O:14][CH3:15])=[CH:24][CH:23]=1. (5) Given the reactants [C:1]12([CH2:11][CH2:12][OH:13])[CH2:10][CH:5]3[CH2:6][CH:7]([CH2:9][CH:3]([CH2:4]3)[CH2:2]1)[CH2:8]2.C(N(CC)CC)C.[CH3:21][C:22]1[CH:27]=[CH:26][C:25]([S:28](Cl)(=[O:30])=[O:29])=[CH:24][CH:23]=1.N, predict the reaction product. The product is: [CH3:21][C:22]1[CH:27]=[CH:26][C:25]([S:28]([O:13][CH2:12][CH2:11][C:1]23[CH2:8][CH:7]4[CH2:6][CH:5]([CH2:4][CH:3]([CH2:9]4)[CH2:2]2)[CH2:10]3)(=[O:30])=[O:29])=[CH:24][CH:23]=1. (6) Given the reactants C[Si]([N-][Si](C)(C)C)(C)C.[Li+].[CH:11]1([CH:16]([C:21]2[CH:22]=[N:23][CH:24]=[CH:25][CH:26]=2)[C:17]([O:19][CH3:20])=[O:18])[CH2:15][CH2:14][CH2:13][CH2:12]1.I[CH3:28].O, predict the reaction product. The product is: [CH:11]1([C:16]([C:21]2[CH:22]=[N:23][CH:24]=[CH:25][CH:26]=2)([CH3:28])[C:17]([O:19][CH3:20])=[O:18])[CH2:15][CH2:14][CH2:13][CH2:12]1. (7) Given the reactants CC(C)([O-])C.[Na+].[F:7][C:8]1[CH:9]=[CH:10][C:11]([O:52][CH3:53])=[C:12]([C:14]([CH3:51])([CH3:50])[CH2:15][C:16]([OH:49])([C:45]([F:48])([F:47])[F:46])[CH2:17][NH:18][C:19]2[CH:27]=[C:26]([CH3:28])[CH:25]=[C:24]3[C:20]=2[CH:21]=[N:22][N:23]3[C:29]2[CH:30]=[C:31]([CH:42]=[CH:43][CH:44]=2)[C:32]([O:34][CH2:35][C:36]2C=CC=CC=2)=[O:33])[CH:13]=1, predict the reaction product. The product is: [F:7][C:8]1[CH:9]=[CH:10][C:11]([O:52][CH3:53])=[C:12]([C:14]([CH3:50])([CH3:51])[CH2:15][C:16]([OH:49])([C:45]([F:46])([F:48])[F:47])[CH2:17][NH:18][C:19]2[CH:27]=[C:26]([CH3:28])[CH:25]=[C:24]3[C:20]=2[CH:21]=[N:22][N:23]3[C:29]2[CH:30]=[C:31]([CH:42]=[CH:43][CH:44]=2)[C:32]([O:34][CH2:35][CH3:36])=[O:33])[CH:13]=1. (8) Given the reactants [Br:1][C:2]1[CH:3]=[C:4]2[CH:10]=[N:9][NH:8][C:5]2=[N:6][CH:7]=1.[H-].[Na+].Cl[CH2:14][O:15][CH2:16][CH2:17][Si:18]([CH3:21])([CH3:20])[CH3:19], predict the reaction product. The product is: [Br:1][C:2]1[CH:3]=[C:4]2[CH:10]=[N:9][N:8]([CH2:14][O:15][CH2:16][CH2:17][Si:18]([CH3:21])([CH3:20])[CH3:19])[C:5]2=[N:6][CH:7]=1.[Br:1][C:2]1[CH:7]=[N:6][C:5]2=[N:8][N:9]([CH2:14][O:15][CH2:16][CH2:17][Si:18]([CH3:21])([CH3:20])[CH3:19])[CH:10]=[C:4]2[CH:3]=1. (9) Given the reactants [C:1]1([C:7]#[CH:8])[CH:6]=[CH:5][CH:4]=[CH:3][CH:2]=1.Br[C:10]1[CH:11]=[N:12][CH:13]=[CH:14][CH:15]=1.[CH:16]([NH:19][C:20]([C:22]1[C:31](=[O:32])[C:30]2[C:25](=[N:26][CH:27]=[CH:28][CH:29]=2)[N:24](C2C=CC=C(Br)C=2)[CH:23]=1)=[O:21])([CH3:18])[CH3:17], predict the reaction product. The product is: [CH:16]([NH:19][C:20]([C:22]1[C:31](=[O:32])[C:30]2[C:25](=[N:26][CH:27]=[CH:28][CH:29]=2)[N:24]([C:3]2[CH:4]=[CH:5][CH:6]=[C:1]([C:7]#[C:8][C:10]3[CH:11]=[N:12][CH:13]=[CH:14][CH:15]=3)[CH:2]=2)[CH:23]=1)=[O:21])([CH3:17])[CH3:18].